From a dataset of Forward reaction prediction with 1.9M reactions from USPTO patents (1976-2016). Predict the product of the given reaction. (1) Given the reactants [CH2:1]([NH2:8])[C:2]1[CH:7]=[CH:6][CH:5]=[CH:4][CH:3]=1.[CH3:9][C:10]1[CH:18]=[CH:17][CH:16]=[C:15]2[C:11]=1[C:12](=[O:20])[O:13][C:14]2=O.C[Si](N[Si](C)(C)C)(C)C.Cl, predict the reaction product. The product is: [CH2:1]([N:8]1[C:12](=[O:20])[C:11]2[C:15](=[CH:16][CH:17]=[CH:18][C:10]=2[CH3:9])[C:14]1=[O:13])[C:2]1[CH:7]=[CH:6][CH:5]=[CH:4][CH:3]=1. (2) Given the reactants [Cl:1][C:2]1[CH:7]=[CH:6][CH:5]=[CH:4][C:3]=1[OH:8].Cl[C:10]1[C:19]2[C:14](=[CH:15][CH:16]=[CH:17][CH:18]=2)[CH:13]=[C:12]([NH:20][C:21]2[CH:25]=[C:24]([CH3:26])[NH:23][N:22]=2)[N:11]=1, predict the reaction product. The product is: [Cl:1][C:2]1[CH:7]=[CH:6][CH:5]=[CH:4][C:3]=1[O:8][C:10]1[C:19]2[C:14](=[CH:15][CH:16]=[CH:17][CH:18]=2)[CH:13]=[C:12]([NH:20][C:21]2[CH:25]=[C:24]([CH3:26])[NH:23][N:22]=2)[N:11]=1. (3) Given the reactants [CH:1]([CH:3]1[CH2:8][CH2:7][CH2:6][N:5]([C:9]([O:11][C:12]([CH3:15])([CH3:14])[CH3:13])=[O:10])[CH2:4]1)=O.[C:16](=O)([O-])[O-].[K+].[K+].[N+](=C(P(=O)(OC)OC)C(=O)C)=[N-], predict the reaction product. The product is: [C:1]([CH:3]1[CH2:8][CH2:7][CH2:6][N:5]([C:9]([O:11][C:12]([CH3:15])([CH3:14])[CH3:13])=[O:10])[CH2:4]1)#[CH:16]. (4) Given the reactants [CH3:1][O:2][C:3](=[O:19])[CH2:4][O:5][C:6]1[CH:11]=[CH:10][C:9]([O:12][CH2:13][CH2:14][C:15](=[S:17])[NH2:16])=[CH:8][C:7]=1[CH3:18].COC(=O)CO[C:25]1C=CC(O)=C[C:26]=1[CH3:32], predict the reaction product. The product is: [CH3:1][O:2][C:3](=[O:19])[CH2:4][O:5][C:6]1[CH:11]=[C:10]([CH:32]2[CH2:26][CH2:25]2)[C:9]([O:12][CH2:13][CH2:14][C:15](=[S:17])[NH2:16])=[CH:8][C:7]=1[CH3:18]. (5) Given the reactants [C:1]1(=[O:7])[O:6][C:4](=[O:5])[CH:3]=[CH:2]1.[CH3:8][C:9]1([CH3:18])N([O])[C:13]([CH3:17])(C)[CH2:12][CH2:11][CH2:10]1.[CH3:19]C(N=NC(C#N)(C)C)(C#N)C, predict the reaction product. The product is: [CH2:1]=[CH:2][C:3]1[CH:4]=[CH:11][CH:10]=[CH:9][CH:8]=1.[CH2:11]([O:6][C:4](=[O:5])[CH:3]=[CH2:2])[CH2:12][CH2:13][CH3:17].[CH2:19]=[CH:18][C:9]1[CH:10]=[CH:11][CH:12]=[CH:13][CH:17]=1.[C:4]1(=[O:5])[O:6][C:1](=[O:7])[CH:2]=[CH:3]1.[CH2:1]=[CH:2][C:3]1[CH:4]=[CH:11][CH:10]=[CH:9][CH:8]=1.[CH2:11]([O:6][C:4](=[O:5])[CH:3]=[CH2:2])[CH2:12][CH2:13][CH3:17]. (6) Given the reactants ClCCl.[Cl:4][C:5]1[CH:6]=[C:7]([NH:19][C:20]2[C:25]3[C:26]4[CH2:34][CH2:33][C:32]5[N:31]([CH2:35][CH2:36]O)[N:30]=[CH:29][C:28]=5[C:27]=4[S:38][C:24]=3[N:23]=[CH:22][N:21]=2)[CH:8]=[CH:9][C:10]=1[O:11][CH2:12][C:13]1[CH:18]=[CH:17][CH:16]=[CH:15][N:14]=1.S(Br)([Br:41])=O, predict the reaction product. The product is: [Br:41][CH2:36][CH2:35][N:31]1[C:32]2[CH2:33][CH2:34][C:26]3[C:25]4[C:24](=[N:23][CH:22]=[N:21][C:20]=4[NH:19][C:7]4[CH:8]=[CH:9][C:10]([O:11][CH2:12][C:13]5[CH:18]=[CH:17][CH:16]=[CH:15][N:14]=5)=[C:5]([Cl:4])[CH:6]=4)[S:38][C:27]=3[C:28]=2[CH:29]=[N:30]1. (7) Given the reactants Cl[C:2]1[N:3]=[CH:4][C:5]([C:8]([NH:10][C:11]2[CH:26]=[CH:25][C:24]([F:27])=[CH:23][C:12]=2[C:13]([NH:15][C:16]2[CH:21]=[CH:20][C:19]([Cl:22])=[CH:18][N:17]=2)=[O:14])=[O:9])=[N:6][CH:7]=1.[C:28]([N:35]1[CH2:41][CH2:40][CH2:39][NH:38][CH2:37][CH2:36]1)([O:30][C:31]([CH3:34])([CH3:33])[CH3:32])=[O:29].N1C=CC=CC=1.CCOCC, predict the reaction product. The product is: [C:31]([O:30][C:28]([N:35]1[CH2:41][CH2:40][CH2:39][N:38]([C:2]2[N:3]=[CH:4][C:5]([C:8]([NH:10][C:11]3[CH:26]=[CH:25][C:24]([F:27])=[CH:23][C:12]=3[C:13]([NH:15][C:16]3[CH:21]=[CH:20][C:19]([Cl:22])=[CH:18][N:17]=3)=[O:14])=[O:9])=[N:6][CH:7]=2)[CH2:37][CH2:36]1)=[O:29])([CH3:34])([CH3:32])[CH3:33].